From a dataset of Catalyst prediction with 721,799 reactions and 888 catalyst types from USPTO. Predict which catalyst facilitates the given reaction. (1) Reactant: [C:1]([O:5][C:6]([N:8]1[CH2:13][CH2:12][N:11]([C:14]2[CH:19]=[CH:18][C:17]([N+:20]([O-])=O)=[C:16]([F:23])[CH:15]=2)[CH2:10][CH2:9]1)=[O:7])([CH3:4])([CH3:3])[CH3:2].[H][H]. The catalyst class is: 78. Product: [C:1]([O:5][C:6]([N:8]1[CH2:13][CH2:12][N:11]([C:14]2[CH:19]=[CH:18][C:17]([NH2:20])=[C:16]([F:23])[CH:15]=2)[CH2:10][CH2:9]1)=[O:7])([CH3:4])([CH3:2])[CH3:3]. (2) Reactant: Br[CH:2]([CH:14]([CH3:16])[CH3:15])[CH2:3][N-:4][C:5]1[CH:10]=[C:9]([Cl:11])[CH:8]=[C:7]([Cl:12])[C:6]=1[OH:13].C(=O)([O-])[O-:18].[K+].[K+].Cl.O. Product: [Cl:11][C:9]1[CH:8]=[C:7]([Cl:12])[C:6]2[O:13][CH:2]([CH:14]([CH3:16])[CH3:15])[C:3](=[O:18])[NH:4][C:5]=2[CH:10]=1. The catalyst class is: 9. (3) Reactant: [CH3:1][O:2][CH2:3][CH2:4][C:5]1([C:11](OC)=[O:12])[CH2:10][CH2:9][CH2:8][CH2:7][CH2:6]1.[H-].[H-].[H-].[H-].[Li+].[Al+3].[OH-].[Na+].C(OCC)(=O)C. Product: [CH3:1][O:2][CH2:3][CH2:4][C:5]1([CH2:11][OH:12])[CH2:10][CH2:9][CH2:8][CH2:7][CH2:6]1. The catalyst class is: 27.